Dataset: Reaction yield outcomes from USPTO patents with 853,638 reactions. Task: Predict the reaction yield, written as a fraction of the theoretical maximum amount of product (1.0 means a 100% yield; for example, 0.34 means a 34% yield). The reactants are [Br:1]Br.[C:3]([N:8]1[CH2:13][CH2:12][C:11](=[O:14])[CH2:10][CH2:9]1)([O:5][CH2:6][CH3:7])=[O:4].Br. The catalyst is O.C1COCC1. The product is [CH2:6]([O:5][C:3]([N:8]1[CH2:9][CH2:10][C:11](=[O:14])[CH:12]([Br:1])[CH2:13]1)=[O:4])[CH3:7]. The yield is 0.540.